Dataset: Full USPTO retrosynthesis dataset with 1.9M reactions from patents (1976-2016). Task: Predict the reactants needed to synthesize the given product. (1) Given the product [OH:1][CH:3]1[CH2:4][CH:5]([C:7]([O:9][CH3:10])=[O:8])[CH2:6][CH:2]1[OH:12], predict the reactants needed to synthesize it. The reactants are: [O:1]1[CH:3]2[CH2:4][CH:5]([C:7]([O:9][CH3:10])=[O:8])[CH2:6][CH:2]12.C(=O)([O-])[O-:12].[Na+].[Na+].C(=O)([O-])O.[Na+]. (2) Given the product [OH:40][C:36]1[CH:35]=[C:34]([C@:30]2([CH3:33])[CH2:31][CH2:32][N:27]([CH2:26][C@@H:25]([NH:24][C:18]([C@@:17]3([CH3:21])[CH2:16][C:15]4[C:10](=[CH:11][C:12]([O:22][CH3:23])=[CH:13][CH:14]=4)[CH2:9][N:8]3[C:6]([O:5][C:1]([CH3:3])([CH3:2])[CH3:4])=[O:7])=[O:20])[CH:42]([CH3:43])[CH3:44])[CH2:28][C@@H:29]2[CH3:41])[CH:39]=[CH:38][CH:37]=1, predict the reactants needed to synthesize it. The reactants are: [C:1]([O:5][C:6]([N:8]1[C@@:17]([CH3:21])([C:18]([OH:20])=O)[CH2:16][C:15]2[C:10](=[CH:11][C:12]([O:22][CH3:23])=[CH:13][CH:14]=2)[CH2:9]1)=[O:7])([CH3:4])([CH3:3])[CH3:2].[NH2:24][C@@H:25]([CH:42]([CH3:44])[CH3:43])[CH2:26][N:27]1[CH2:32][CH2:31][C@:30]([C:34]2[CH:35]=[C:36]([OH:40])[CH:37]=[CH:38][CH:39]=2)([CH3:33])[C@@H:29]([CH3:41])[CH2:28]1.CN([P+](ON1N=NC2C=CC=CC1=2)(N(C)C)N(C)C)C.F[P-](F)(F)(F)(F)F.C(N(CC)CC)C. (3) Given the product [CH3:25][O:26][C:27](=[O:39])[C:28]1[CH:33]=[C:32]([C:34]([F:37])([F:36])[F:35])[CH:31]=[C:30]([N:38]2[C:11]([CH3:12])=[CH:10][CH:9]=[C:8]2[C:6]2[CH:7]=[C:2]([Cl:1])[CH:3]=[CH:4][C:5]=2[O:15][CH2:16][C:17]2[CH:22]=[CH:21][CH:20]=[C:19]([F:23])[C:18]=2[F:24])[CH:29]=1, predict the reactants needed to synthesize it. The reactants are: [Cl:1][C:2]1[CH:3]=[CH:4][C:5]([O:15][CH2:16][C:17]2[CH:22]=[CH:21][CH:20]=[C:19]([F:23])[C:18]=2[F:24])=[C:6]([C:8](=O)[CH2:9][CH2:10][C:11](=O)[CH3:12])[CH:7]=1.[CH3:25][O:26][C:27](=[O:39])[C:28]1[CH:33]=[C:32]([C:34]([F:37])([F:36])[F:35])[CH:31]=[C:30]([NH2:38])[CH:29]=1.CC1C=CC(S(O)(=O)=O)=CC=1. (4) Given the product [C:1]([O:5][C:6]([N:8]1[CH2:13][C@H:12]([CH2:14][OH:15])[N:11]([CH2:18][C:19]([N:34]2[C:28]3[CH:27]=[C:26]([CH2:25][C:24]4[CH:37]=[CH:38][CH:39]=[CH:40][C:23]=4[F:22])[N:31]=[CH:30][C:29]=3[C:32]([CH3:36])([CH3:35])[CH2:33]2)=[O:20])[CH2:10][C@H:9]1[CH3:16])=[O:7])([CH3:4])([CH3:3])[CH3:2], predict the reactants needed to synthesize it. The reactants are: [C:1]([O:5][C:6]([N:8]1[CH2:13][C@H:12]([CH2:14][OH:15])[NH:11][CH2:10][C@H:9]1[CH3:16])=[O:7])([CH3:4])([CH3:3])[CH3:2].Cl[CH2:18][C:19](Cl)=[O:20].[F:22][C:23]1[CH:40]=[CH:39][CH:38]=[CH:37][C:24]=1[CH2:25][C:26]1[N:31]=[CH:30][C:29]2[C:32]([CH3:36])([CH3:35])[CH2:33][NH:34][C:28]=2[CH:27]=1.CCN(C(C)C)C(C)C. (5) Given the product [CH3:48][N:49]1[CH2:53][CH2:54][C:52]2[C:22]3[C:21](=[CH:20][CH:19]=[C:18]([CH3:17])[CH:23]=3)[N:24]([CH2:26][C:27]([O:29][CH3:30])=[O:28])[C:51]=2[CH2:50]1, predict the reactants needed to synthesize it. The reactants are: Cl.C1(C)C=CC(NN)=CC=1.BrCC(OC)=O.[CH3:17][C:18]1[CH:23]=[CH:22][C:21]([N:24]([CH2:26][C:27]([O:29][CH3:30])=[O:28])N)=[CH:20][CH:19]=1.C(OC(OCC)CCCNC)C.CC1C=C2[C:50](=[CH:51][CH:52]=1)[N:49]([CH2:53][C:54](OC)=O)[CH:48]=C2CCNC.C=O.C(O)(C(F)(F)F)=O. (6) Given the product [Cl:14][C:6]1[CH:5]=[CH:4][NH:3][C:2]=1[C:15]([O:19][CH3:18])=[O:16], predict the reactants needed to synthesize it. The reactants are: C[C:2]1[CH2:6][CH2:5][CH2:4][N:3]=1.C1C(=O)N([Cl:14])C(=O)C1.[CH3:15][O-:16].[Na+].[CH3:18][OH:19]. (7) Given the product [CH3:1][O:2][C:3]([C:5]1[C:6]2[CH2:7][CH2:8][N:9]([CH2:15][C:16]3[CH:17]=[CH:18][C:19]([C@@H:22]([NH2:24])[CH3:23])=[CH:20][CH:21]=3)[CH2:10][C:11]=2[CH:12]=[CH:13][CH:14]=1)=[O:4], predict the reactants needed to synthesize it. The reactants are: [CH3:1][O:2][C:3]([C:5]1[C:6]2[CH2:7][CH2:8][N:9]([CH2:15][C:16]3[CH:21]=[CH:20][C:19]([C@@H:22]([NH:24]C(OC(C)(C)C)=O)[CH3:23])=[CH:18][CH:17]=3)[CH2:10][C:11]=2[CH:12]=[CH:13][CH:14]=1)=[O:4].Cl.C([O-])(O)=O.[Na+]. (8) Given the product [C:26]([O:30][C:31]([N:8]1[CH2:9][CH2:10][C:4]2[C:3]([CH:13]=[CH:14][CH2:15][CH2:16][CH2:17][NH:18][C:19]([CH:21]3[CH2:25][CH2:24][CH2:23][CH2:22]3)=[O:20])=[C:2]([Cl:1])[CH:12]=[CH:11][C:5]=2[CH2:6][CH2:7]1)=[O:32])([CH3:29])([CH3:28])[CH3:27], predict the reactants needed to synthesize it. The reactants are: [Cl:1][C:2]1[CH:12]=[CH:11][C:5]2[CH2:6][CH2:7][NH:8][CH2:9][CH2:10][C:4]=2[C:3]=1[CH:13]=[CH:14][CH2:15][CH2:16][CH2:17][NH:18][C:19]([CH:21]1[CH2:25][CH2:24][CH2:23][CH2:22]1)=[O:20].[C:26]([O:30][C:31](O[C:31]([O:30][C:26]([CH3:29])([CH3:28])[CH3:27])=[O:32])=[O:32])([CH3:29])([CH3:28])[CH3:27]. (9) Given the product [F:21][C:22]1[CH:23]=[C:24]([N:37]2[CH2:41][C@H:40]([CH2:42][N:43]3[CH:47]=[CH:46][N:45]=[N:44]3)[O:39][C:38]2=[O:48])[CH:25]=[CH:26][C:27]=1[C:2]1[CH:3]=[CH:4][C:5]([C:8]2[CH2:12][C@@H:11]([CH2:13][O:14][CH2:15][CH2:16][NH:17][C:18](=[O:20])[CH3:19])[O:10][N:9]=2)=[N:6][CH:7]=1, predict the reactants needed to synthesize it. The reactants are: Br[C:2]1[CH:3]=[CH:4][C:5]([C:8]2[CH2:12][C@@H:11]([CH2:13][O:14][CH2:15][CH2:16][NH:17][C:18](=[O:20])[CH3:19])[O:10][N:9]=2)=[N:6][CH:7]=1.[F:21][C:22]1[CH:23]=[C:24]([N:37]2[CH2:41][C@H:40]([CH2:42][N:43]3[CH:47]=[CH:46][N:45]=[N:44]3)[O:39][C:38]2=[O:48])[CH:25]=[CH:26][C:27]=1B1OC(C)(C)C(C)(C)O1.C(=O)([O-])[O-].[K+].[K+].